Dataset: Reaction yield outcomes from USPTO patents with 853,638 reactions. Task: Predict the reaction yield, written as a fraction of the theoretical maximum amount of product (1.0 means a 100% yield; for example, 0.34 means a 34% yield). (1) The reactants are [F:1][C:2]1[CH:7]=[CH:6][C:5](/[CH:8]=[C:9]2/[C:10](=[O:16])[N:11]=[C:12](SC)[S:13]/2)=[C:4]([OH:17])[CH:3]=1.[N:18]1([CH2:24][CH2:25][OH:26])[CH2:23][CH2:22][NH:21][CH2:20][CH2:19]1. The catalyst is C(O)C. The product is [F:1][C:2]1[CH:7]=[CH:6][C:5](/[CH:8]=[C:9]2/[C:10](=[O:16])[N:11]=[C:12]([N:21]3[CH2:22][CH2:23][N:18]([CH2:24][CH2:25][OH:26])[CH2:19][CH2:20]3)[S:13]/2)=[C:4]([OH:17])[CH:3]=1. The yield is 0.600. (2) The reactants are ClC(Cl)(Cl)C(=N)O[C@H:5]1[O:22][C@H:21]([CH2:23][O:24][C:25](=[O:27])[CH3:26])[C@@H:16]([O:17][C:18](=[O:20])[CH3:19])[C@H:11]([O:12][C:13](=[O:15])[CH3:14])[C@@H:6]1[O:7][C:8](=[O:10])[CH3:9].[I:31][C:32]1[CH:37]=[CH:36][C:35]([OH:38])=[C:34]([O:39][CH3:40])[CH:33]=1.[Si](OS(C(F)(F)F)(=O)=O)(C)(C)C. The catalyst is ClCCl. The product is [C:8]([O:7][C@H:6]1[C@@H:11]([O:12][C:13](=[O:15])[CH3:14])[C@H:16]([O:17][C:18](=[O:20])[CH3:19])[C@@H:21]([CH2:23][O:24][C:25](=[O:27])[CH3:26])[O:22][C@@H:5]1[O:38][C:35]1[CH:36]=[CH:37][C:32]([I:31])=[CH:33][C:34]=1[O:39][CH3:40])(=[O:10])[CH3:9]. The yield is 0.890.